Dataset: Full USPTO retrosynthesis dataset with 1.9M reactions from patents (1976-2016). Task: Predict the reactants needed to synthesize the given product. (1) Given the product [F:1][C:2]1[CH:7]=[C:6]([O:8][CH2:9][CH:10]2[CH2:15][CH2:14][N:13]([CH2:16][C:17]([F:37])([CH3:19])[CH3:18])[CH2:12][CH2:11]2)[CH:5]=[CH:4][C:3]=1[C:21]1[N:22]=[CH:23][C:24]([C:27]([O:29][CH3:30])=[O:28])=[N:25][CH:26]=1, predict the reactants needed to synthesize it. The reactants are: [F:1][C:2]1[CH:7]=[C:6]([O:8][CH2:9][CH:10]2[CH2:15][CH2:14][N:13]([CH2:16][C:17](O)([CH3:19])[CH3:18])[CH2:12][CH2:11]2)[CH:5]=[CH:4][C:3]=1[C:21]1[N:22]=[CH:23][C:24]([C:27]([O:29][CH3:30])=[O:28])=[N:25][CH:26]=1.CCN(S(F)(F)[F:37])CC.C([O-])(O)=O.[Na+]. (2) Given the product [CH2:18]([N:15]1[CH2:16][CH2:17][C:12]2([C:11](=[O:26])[C:10]3[CH:27]=[C:6](/[CH:5]=[CH:4]/[C:3]([OH:2])=[O:28])[CH:7]=[CH:8][C:9]=3[O:25]2)[CH2:13][CH2:14]1)[C:30]1[CH:35]=[CH:34][CH:33]=[CH:32][CH:31]=1, predict the reactants needed to synthesize it. The reactants are: C[O:2][C:3](=[O:28])/[CH:4]=[CH:5]/[C:6]1[CH:7]=[CH:8][C:9]2[O:25][C:12]3([CH2:17][CH2:16][N:15]([C:18](OC(C)(C)C)=O)[CH2:14][CH2:13]3)[C:11](=[O:26])[C:10]=2[CH:27]=1.C(Br)[C:30]1[CH:35]=[CH:34][CH:33]=[CH:32][CH:31]=1.[OH-].[Na+]. (3) Given the product [F:36][C:35]([F:38])([F:37])[C:33]([OH:39])=[O:34].[NH2:1][C:2]1[NH:6][N:5]=[C:4]([NH:7][C:8]2[CH:13]=[C:12]([C:14]([F:16])([F:15])[F:17])[C:11]([C:18]3[CH:23]=[CH:22][CH:21]=[C:20]([S:24]([NH2:27])(=[O:26])=[O:25])[CH:19]=3)=[C:10]([Cl:32])[CH:9]=2)[N:3]=1, predict the reactants needed to synthesize it. The reactants are: [NH2:1][C:2]1[NH:6][N:5]=[C:4]([NH:7][C:8]2[CH:13]=[C:12]([C:14]([F:17])([F:16])[F:15])[C:11]([C:18]3[CH:23]=[CH:22][CH:21]=[C:20]([S:24]([NH:27]C(C)(C)C)(=[O:26])=[O:25])[CH:19]=3)=[C:10]([Cl:32])[CH:9]=2)[N:3]=1.[C:33]([OH:39])([C:35]([F:38])([F:37])[F:36])=[O:34]. (4) Given the product [CH3:1][O:2][C:3](=[O:28])[CH2:4][C:5](=[O:29])/[CH:6]=[CH:7]/[C:8]1[N:9]([CH:24]([CH3:26])[CH3:25])[C:10]2[C:15]([C:16]=1[C:17]1[CH:22]=[CH:21][C:20]([F:23])=[CH:19][CH:18]=1)=[CH:14][CH:13]=[CH:12][CH:11]=2, predict the reactants needed to synthesize it. The reactants are: [CH3:1][O:2][C:3](=[O:28])/[CH:4]=[C:5](\C)/[CH:6]=[CH:7][C:8]1[N:9]([CH:24]([CH3:26])[CH3:25])[C:10]2[C:15]([C:16]=1[C:17]1[CH:22]=[CH:21][C:20]([F:23])=[CH:19][CH:18]=1)=[CH:14][CH:13]=[CH:12][CH:11]=2.[OH-:29].[NH4+].[Cl-].[Na+]. (5) Given the product [NH2:1][C:2]1[CH:3]=[C:4]([NH:8][C:9](=[O:15])[CH:16]=[CH2:17])[CH:5]=[CH:6][CH:7]=1, predict the reactants needed to synthesize it. The reactants are: [NH2:1][C:2]1[CH:3]=[C:4]([NH:8][C:9](=[O:15])OC(C)(C)C)[CH:5]=[CH:6][CH:7]=1.[CH3:16][CH2:17]N(CC)CC.C(Cl)(=O)C=C.C(O)(C(F)(F)F)=O. (6) Given the product [CH3:10][C:11]([CH3:31])([CH3:30])[CH2:12][C:13]([OH:29])([CH2:1][C:2]1[CH:7]=[CH:6][CH:5]=[CH:4][CH:3]=1)[C:14]([NH:16][C:17]1[CH:18]=[CH:19][C:20]2[C:25](=[O:26])[O:24][N:23]=[C:22]([CH3:27])[C:21]=2[CH:28]=1)=[O:15], predict the reactants needed to synthesize it. The reactants are: [CH2:1]([Mg]Cl)[C:2]1[CH:7]=[CH:6][CH:5]=[CH:4][CH:3]=1.[CH3:10][C:11]([CH3:31])([CH3:30])[CH2:12][C:13](=[O:29])[C:14]([NH:16][C:17]1[CH:18]=[CH:19][C:20]2[C:25](=[O:26])[O:24][N:23]=[C:22]([CH3:27])[C:21]=2[CH:28]=1)=[O:15]. (7) Given the product [OH:1][CH:2]1[CH2:6][CH2:5][N:4]([CH2:8][C:9]#[N:10])[CH2:3]1, predict the reactants needed to synthesize it. The reactants are: [OH:1][CH:2]1[CH2:6][CH2:5][NH:4][CH2:3]1.Br[CH2:8][C:9]#[N:10]. (8) Given the product [C:42]([NH:29][S:26]([C:23]1[CH:22]=[CH:21][C:20]([C:18](=[O:19])/[CH:17]=[CH:16]/[C:14]2[CH:15]=[C:10]([C:2]3[NH:1][C:9]4[C:4]([CH:3]=3)=[CH:5][CH:6]=[CH:7][CH:8]=4)[C:11]([O:32][CH3:33])=[CH:12][C:13]=2[O:30][CH3:31])=[CH:25][CH:24]=1)(=[O:28])=[O:27])(=[O:43])[CH3:41], predict the reactants needed to synthesize it. The reactants are: [NH:1]1[C:9]2[C:4](=[CH:5][CH:6]=[CH:7][CH:8]=2)[CH:3]=[C:2]1[C:10]1[C:11]([O:32][CH3:33])=[CH:12][C:13]([O:30][CH3:31])=[C:14](/[CH:16]=[CH:17]/[C:18]([C:20]2[CH:25]=[CH:24][C:23]([S:26]([NH2:29])(=[O:28])=[O:27])=[CH:22][CH:21]=2)=[O:19])[CH:15]=1.CCN(CC)CC.[CH3:41][C:42](OC(C)=O)=[O:43]. (9) Given the product [Br:16][C:12]1[NH:11][C:10]([CH2:13][CH3:14])=[N:9][C:8]=1[C:5]1[CH:6]=[CH:7][C:2]([F:1])=[C:3]([CH3:15])[CH:4]=1, predict the reactants needed to synthesize it. The reactants are: [F:1][C:2]1[CH:7]=[CH:6][C:5]([C:8]2[N:9]=[C:10]([CH2:13][CH3:14])[NH:11][CH:12]=2)=[CH:4][C:3]=1[CH3:15].[Br:16]N1C(=O)CCC1=O.